This data is from Full USPTO retrosynthesis dataset with 1.9M reactions from patents (1976-2016). The task is: Predict the reactants needed to synthesize the given product. Given the product [CH2:1]([O:3][C:4](=[O:23])[CH2:5][CH2:6][CH2:7][CH2:8][C@@H:9]1[CH2:13][C:12]([F:15])([F:14])[CH2:11][N:10]1[C:16]([O:18][C:19]([CH3:22])([CH3:21])[CH3:20])=[O:17])[CH3:2], predict the reactants needed to synthesize it. The reactants are: [CH2:1]([O:3][C:4](=[O:23])[CH:5]=[CH:6][CH2:7][CH2:8][C@@H:9]1[CH2:13][C:12]([F:15])([F:14])[CH2:11][N:10]1[C:16]([O:18][C:19]([CH3:22])([CH3:21])[CH3:20])=[O:17])[CH3:2].